Dataset: Reaction yield outcomes from USPTO patents with 853,638 reactions. Task: Predict the reaction yield, written as a fraction of the theoretical maximum amount of product (1.0 means a 100% yield; for example, 0.34 means a 34% yield). (1) The reactants are [Cl:1][C:2]1[S:6][C:5]([C:7]2[N:11]3[CH2:12][C@H:13]4[N:17](C(OC(C)(C)C)=O)[C@@H:16]([C:10]3=[N:9][N:8]=2)[CH2:15][CH2:14]4)=[CH:4][CH:3]=1.C(O)(C(F)(F)F)=O. The catalyst is C(Cl)Cl. The product is [Cl:1][C:2]1[S:6][C:5]([C:7]2[N:11]3[CH2:12][C@H:13]4[NH:17][C@@H:16]([C:10]3=[N:9][N:8]=2)[CH2:15][CH2:14]4)=[CH:4][CH:3]=1. The yield is 0.810. (2) The reactants are [CH:1]1([C:4]2[N:5]=[C:6]3[C:12]([C:13](O)=[O:14])=[CH:11][N:10]([CH2:16][O:17][CH2:18][CH2:19][Si:20]([CH3:23])([CH3:22])[CH3:21])[C:7]3=[N:8][CH:9]=2)[CH2:3][CH2:2]1.Cl.[NH2:25][CH:26]([CH3:32])[C:27]([CH3:31])([CH3:30])[C:28]#[N:29].C(Cl)CCl.C1C=CC2N(O)N=NC=2C=1.CCN(C(C)C)C(C)C. The catalyst is CN(C=O)C. The product is [C:28]([C:27]([CH3:31])([CH3:30])[C@@H:26]([NH:25][C:13]([C:12]1[C:6]2[C:7](=[N:8][CH:9]=[C:4]([CH:1]3[CH2:3][CH2:2]3)[N:5]=2)[N:10]([CH2:16][O:17][CH2:18][CH2:19][Si:20]([CH3:21])([CH3:22])[CH3:23])[CH:11]=1)=[O:14])[CH3:32])#[N:29].[C:28]([C:27]([CH3:31])([CH3:30])[C@H:26]([NH:25][C:13]([C:12]1[C:6]2[C:7](=[N:8][CH:9]=[C:4]([CH:1]3[CH2:3][CH2:2]3)[N:5]=2)[N:10]([CH2:16][O:17][CH2:18][CH2:19][Si:20]([CH3:21])([CH3:22])[CH3:23])[CH:11]=1)=[O:14])[CH3:32])#[N:29]. The yield is 0.240. (3) The reactants are [CH3:1][O:2][C:3](=[O:15])[CH2:4][C@H:5]1[C:9]2[CH:10]=[CH:11][C:12]([OH:14])=[CH:13][C:8]=2[O:7][CH2:6]1.[O:16]=[S:17]1(=[O:40])[CH2:22][CH2:21][CH:20]([O:23][C:24]2[CH:29]=[C:28]([CH3:30])[C:27]([C:31]3[CH:36]=[CH:35][CH:34]=[C:33]([CH2:37]O)[CH:32]=3)=[C:26]([CH3:39])[CH:25]=2)[CH2:19][CH2:18]1.C(P(CCCC)CCCC)CCC.N(C(N1CCCCC1)=O)=NC(N1CCCCC1)=O. The catalyst is C1(C)C=CC=CC=1.CCCCCC. The product is [CH3:1][O:2][C:3](=[O:15])[CH2:4][C@H:5]1[C:9]2[CH:10]=[CH:11][C:12]([O:14][CH2:37][C:33]3[CH:32]=[C:31]([C:27]4[C:26]([CH3:39])=[CH:25][C:24]([O:23][CH:20]5[CH2:19][CH2:18][S:17](=[O:40])(=[O:16])[CH2:22][CH2:21]5)=[CH:29][C:28]=4[CH3:30])[CH:36]=[CH:35][CH:34]=3)=[CH:13][C:8]=2[O:7][CH2:6]1. The yield is 0.790. (4) The reactants are Br[C:2]1[S:3][CH:4]=[CH:5][N:6]=1.CC1(C)C(C)(C)OB([C:15]2[CH:29]=[CH:28][C:18]([O:19][CH2:20][C:21]([O:23][C:24]([CH3:27])([CH3:26])[CH3:25])=[O:22])=[CH:17][CH:16]=2)O1.[Cl-].[K+].C([O-])([O-])=O.[Na+].[Na+]. The catalyst is C1C=CC([P]([Pd]([P](C2C=CC=CC=2)(C2C=CC=CC=2)C2C=CC=CC=2)([P](C2C=CC=CC=2)(C2C=CC=CC=2)C2C=CC=CC=2)[P](C2C=CC=CC=2)(C2C=CC=CC=2)C2C=CC=CC=2)(C2C=CC=CC=2)C2C=CC=CC=2)=CC=1.CCO.C1(C)C=CC=CC=1. The product is [S:3]1[CH:4]=[CH:5][N:6]=[C:2]1[C:15]1[CH:29]=[CH:28][C:18]([O:19][CH2:20][C:21]([O:23][C:24]([CH3:25])([CH3:26])[CH3:27])=[O:22])=[CH:17][CH:16]=1. The yield is 0.950. (5) The reactants are [Cl:1][C:2]1[C:3](Cl)=[N:4][CH:5]=[C:6]([CH:10]=1)[C:7]([OH:9])=[O:8].[F:12][C:13]1[CH:14]=[C:15](B(O)O)[CH:16]=[CH:17][CH:18]=1.CN(C=O)C.C([O-])([O-])=O.[Cs+].[Cs+]. The catalyst is C(OCC)(=O)C.O. The product is [Cl:1][C:2]1[C:3]([C:17]2[CH:16]=[CH:15][CH:14]=[C:13]([F:12])[CH:18]=2)=[N:4][CH:5]=[C:6]([CH:10]=1)[C:7]([OH:9])=[O:8]. The yield is 0.950.